Dataset: Forward reaction prediction with 1.9M reactions from USPTO patents (1976-2016). Task: Predict the product of the given reaction. (1) Given the reactants [Br:1][C:2]1[N:3]=[C:4]2[C:10]([CH:11]([C:13]3[C:18]([Cl:19])=[CH:17][CH:16]=[C:15]([F:20])[C:14]=3[Cl:21])O)=[CH:9][NH:8][C:5]2=[N:6][CH:7]=1.B(F)(F)F.[CH3:26]COCC.C[Zn]C.[NH4+].[Cl-], predict the reaction product. The product is: [Br:1][C:2]1[N:3]=[C:4]2[C:10]([CH:11]([C:13]3[C:18]([Cl:19])=[CH:17][CH:16]=[C:15]([F:20])[C:14]=3[Cl:21])[CH3:26])=[CH:9][NH:8][C:5]2=[N:6][CH:7]=1. (2) Given the reactants [F:1][C:2]1[CH:7]=[C:6]([F:8])[CH:5]=[CH:4][C:3]=1[C:9]1[N:10]=[C:11]([O:16][CH3:17])[C:12]([NH2:15])=[N:13][CH:14]=1.[Cl:18][C:19]1[C:24]([Cl:25])=[CH:23][CH:22]=[CH:21][C:20]=1[S:26](Cl)(=[O:28])=[O:27], predict the reaction product. The product is: [Cl:18][C:19]1[C:24]([Cl:25])=[CH:23][CH:22]=[CH:21][C:20]=1[S:26]([NH:15][C:12]1[C:11]([O:16][CH3:17])=[N:10][C:9]([C:3]2[CH:4]=[CH:5][C:6]([F:8])=[CH:7][C:2]=2[F:1])=[CH:14][N:13]=1)(=[O:28])=[O:27]. (3) Given the reactants [Cl:1][C:2]1[CH:7]=[CH:6][C:5]([C:8]2[CH:13]=[CH:12][CH:11]=[CH:10][CH:9]=2)=[CH:4][CH:3]=1.[Cl:14][S:15](O)(=[O:17])=[O:16], predict the reaction product. The product is: [Cl:1][C:2]1[CH:3]=[CH:4][C:5]([C:8]2[CH:13]=[CH:12][C:11]([S:15]([Cl:14])(=[O:17])=[O:16])=[CH:10][CH:9]=2)=[CH:6][CH:7]=1.